Dataset: Experimentally validated miRNA-target interactions with 360,000+ pairs, plus equal number of negative samples. Task: Binary Classification. Given a miRNA mature sequence and a target amino acid sequence, predict their likelihood of interaction. Result: 0 (no interaction). The miRNA is mmu-miR-674-5p with sequence GCACUGAGAUGGGAGUGGUGUA. The protein sequence of the target gene is MVMAHFVENFWGEKNNGFDVLYHNMKHGQISTKELADFVRERATIEEAYSRSMTKLAKSASNYSQLGTFAPMWDVFKTSTEKLANCHLDLVRKLQELIKEVQKYGEEQVKSHKKTKEEVAGTLEAVQAIQNITQALQKSKENYTAKCVEQERLKKEGATQREIEKAAVKSKKATDTYKLYVEKYALTKADFEQKMTETAQKFQDIEETHLIHIKEIIGSLSNAVKEIHLQIGQVHEEFINNMANTTIESLIQKFAESKGTGKERPGLIEFEECDPASAVEGIKPRKRKTFALPGIIKKEK....